The task is: Predict which catalyst facilitates the given reaction.. This data is from Catalyst prediction with 721,799 reactions and 888 catalyst types from USPTO. (1) Reactant: C[O:2][C:3]([C@H:5]1[N:10]2[C:11](=[O:20])[C:12]3[C:17]([C:18](=[O:19])[N:9]2[CH2:8][CH2:7][CH2:6]1)=[CH:16][CH:15]=[CH:14][CH:13]=3)=[O:4].[OH-].[K+]. Product: [O:19]=[C:18]1[C:17]2[C:12](=[CH:13][CH:14]=[CH:15][CH:16]=2)[C:11](=[O:20])[N:10]2[C@H:5]([C:3]([OH:4])=[O:2])[CH2:6][CH2:7][CH2:8][N:9]12. The catalyst class is: 5. (2) Reactant: [Cl:1][C:2]1[CH:35]=[CH:34][CH:33]=[C:32]([C:36]([F:39])([F:38])[F:37])[C:3]=1[C:4]([N:6]1[C:14]2[C:9](=[CH:10][CH:11]=[C:12]([N:15]3[CH2:19][CH2:18][NH:17][C:16]3=[O:20])[CH:13]=2)[C:8]([C:21]2[CH:30]=[CH:29][C:24]([C:25]([O:27]C)=[O:26])=[CH:23][C:22]=2[F:31])=[N:7]1)=[O:5].O[Li].O.O.Cl. Product: [Cl:1][C:2]1[CH:35]=[CH:34][CH:33]=[C:32]([C:36]([F:39])([F:38])[F:37])[C:3]=1[C:4]([N:6]1[C:14]2[C:9](=[CH:10][CH:11]=[C:12]([N:15]3[CH2:19][CH2:18][NH:17][C:16]3=[O:20])[CH:13]=2)[C:8]([C:21]2[CH:30]=[CH:29][C:24]([C:25]([OH:27])=[O:26])=[CH:23][C:22]=2[F:31])=[N:7]1)=[O:5]. The catalyst class is: 12. (3) Reactant: Cl[C:2]1[C:7]([F:8])=[CH:6][C:5]([O:9][C:10]2[CH:15]=[CH:14][CH:13]=[C:12]([N:16]3[CH2:20][CH2:19][CH2:18][CH2:17]3)[CH:11]=2)=[CH:4][N:3]=1.[F:21][C:22]1[CH:28]=[CH:27][C:25]([NH2:26])=[CH:24][C:23]=1[O:29][CH3:30].C1(P(C2C=CC=CC=2)C2C3OC4C(=CC=CC=4P(C4C=CC=CC=4)C4C=CC=CC=4)C(C)(C)C=3C=CC=2)C=CC=CC=1.C(=O)([O-])[O-].[Cs+].[Cs+]. Product: [F:21][C:22]1[CH:28]=[CH:27][C:25]([NH:26][C:2]2[C:7]([F:8])=[CH:6][C:5]([O:9][C:10]3[CH:15]=[CH:14][CH:13]=[C:12]([N:16]4[CH2:20][CH2:19][CH2:18][CH2:17]4)[CH:11]=3)=[CH:4][N:3]=2)=[CH:24][C:23]=1[O:29][CH3:30]. The catalyst class is: 155. (4) Reactant: [Cl:1][C:2]1[CH:3]=[C:4]([CH:25]=[CH:26][C:27]=1[Cl:28])[CH2:5][N:6]([CH3:24])[C:7]([C:9]1[CH2:10][N:11]([CH2:16][CH2:17][N:18]2[CH2:23][CH2:22][S:21][CH2:20][CH2:19]2)[C:12](=[O:15])[C:13]=1[OH:14])=[O:8].[OH:29]O. Product: [Cl:1][C:2]1[CH:3]=[C:4]([CH:25]=[CH:26][C:27]=1[Cl:28])[CH2:5][N:6]([CH3:24])[C:7]([C:9]1[CH2:10][N:11]([CH2:16][CH2:17][N:18]2[CH2:23][CH2:22][S:21](=[O:29])[CH2:20][CH2:19]2)[C:12](=[O:15])[C:13]=1[OH:14])=[O:8]. The catalyst class is: 6. (5) Reactant: [Cl:1][C:2]1[CH:3]=[C:4]([C:9]2[O:13][C:12](=O)[NH:11][N:10]=2)[CH:5]=[C:6]([Cl:8])[CH:7]=1.C(N(CC)C(C)C)(C)C.Cl.[NH:25]1[C:29]2[CH:30]=[CH:31][C:32]([C:34]([N:36]3[CH2:39][C:38]4([CH2:44][CH2:43][NH:42][CH2:41][CH2:40]4)[CH2:37]3)=[O:35])=[CH:33][C:28]=2[N:27]=[N:26]1.F[P-](F)(F)(F)(F)F.N1(O[P+](N(C)C)(N(C)C)N(C)C)C2C=CC=CC=2N=N1. Product: [NH:25]1[C:29]2[CH:30]=[CH:31][C:32]([C:34]([N:36]3[CH2:39][C:38]4([CH2:40][CH2:41][N:42]([C:12]5[O:13][C:9]([C:4]6[CH:3]=[C:2]([Cl:1])[CH:7]=[C:6]([Cl:8])[CH:5]=6)=[N:10][N:11]=5)[CH2:43][CH2:44]4)[CH2:37]3)=[O:35])=[CH:33][C:28]=2[N:27]=[N:26]1. The catalyst class is: 9.